Dataset: Full USPTO retrosynthesis dataset with 1.9M reactions from patents (1976-2016). Task: Predict the reactants needed to synthesize the given product. (1) Given the product [ClH:39].[NH2:34][C:30]1[C:31]([F:33])=[CH:32][C:27]([CH2:26][C@H:23]2[C@H:24]([OH:25])[C@@H:19]([NH:7][CH2:8][C:9]3[CH:14]=[CH:13][CH:12]=[C:11]([C:15]([CH3:18])([CH3:16])[CH3:17])[CH:10]=3)[CH2:20][S:21](=[O:37])(=[O:36])[CH2:22]2)=[CH:28][C:29]=1[Br:35], predict the reactants needed to synthesize it. The reactants are: C(OC(=O)[N:7]([C@@H:19]1[C@@H:24]([OH:25])[C@H:23]([CH2:26][C:27]2[CH:32]=[C:31]([F:33])[C:30]([NH2:34])=[C:29]([Br:35])[CH:28]=2)[CH2:22][S:21](=[O:37])(=[O:36])[CH2:20]1)[CH2:8][C:9]1[CH:14]=[CH:13][CH:12]=[C:11]([C:15]([CH3:18])([CH3:17])[CH3:16])[CH:10]=1)(C)(C)C.[ClH:39]. (2) Given the product [CH3:15][S:16]([C:19]1[CH:24]=[CH:23][C:22]([C:25]2[CH:30]=[CH:29][CH:28]=[CH:27][CH:26]=2)=[C:21]([C:31]([N:8]2[CH2:7][CH2:6][C:5]3[C:10](=[CH:11][CH:12]=[C:3]([C:2]([F:1])([F:13])[F:14])[CH:4]=3)[CH2:9]2)=[O:32])[CH:20]=1)(=[O:17])=[O:18], predict the reactants needed to synthesize it. The reactants are: [F:1][C:2]([F:14])([F:13])[C:3]1[CH:4]=[C:5]2[C:10](=[CH:11][CH:12]=1)[CH2:9][NH:8][CH2:7][CH2:6]2.[CH3:15][S:16]([C:19]1[CH:20]=[C:21]([C:31](O)=[O:32])[C:22]([C:25]2[CH:30]=[CH:29][CH:28]=[CH:27][CH:26]=2)=[CH:23][CH:24]=1)(=[O:18])=[O:17]. (3) Given the product [NH:10]1[C:9]2[CH:8]=[CH:7][C:4]([C:5]#[N:6])=[CH:3][C:2]=2[N:1]=[N:11]1, predict the reactants needed to synthesize it. The reactants are: [NH2:1][C:2]1[CH:3]=[C:4]([CH:7]=[CH:8][C:9]=1[NH2:10])[C:5]#[N:6].[N:11]([O-])=O.[Na+]. (4) Given the product [CH2:1]([O:3][C:4]([CH:6]1[CH2:11][CH2:10][CH:9]([NH:21][CH2:14][C:15]2[CH:20]=[CH:19][CH:18]=[CH:17][CH:16]=2)[CH:8]([CH3:13])[CH2:7]1)=[O:5])[CH3:2], predict the reactants needed to synthesize it. The reactants are: [CH2:1]([O:3][C:4]([CH:6]1[CH2:11][CH2:10][C:9](=O)[CH:8]([CH3:13])[CH2:7]1)=[O:5])[CH3:2].[CH2:14]([NH2:21])[C:15]1[CH:20]=[CH:19][CH:18]=[CH:17][CH:16]=1.C(O[BH-](OC(=O)C)OC(=O)C)(=O)C.[Na+]. (5) Given the product [N:9]1([CH2:7][CH:4]2[CH2:3][CH2:2][NH:1][CH2:6][CH2:5]2)[CH2:10][CH2:11][CH2:12][CH2:13][CH2:14]1, predict the reactants needed to synthesize it. The reactants are: [NH:1]1[CH2:6][CH2:5][CH:4]([C:7]([N:9]2[CH2:14][CH2:13][CH2:12][CH2:11][CH2:10]2)=O)[CH2:3][CH2:2]1.[H-].[H-].[H-].[H-].[Li+].[Al+3]. (6) Given the product [Cl:35][CH2:36][S:37]([O:26][C:8]1[C:9]([C:11]([NH:13][CH2:14][C:15]2[CH:20]=[CH:19][C:18]([F:21])=[CH:17][CH:16]=2)=[O:12])=[N:10][C:5]([C:2]([NH:1][S:37]([CH2:36][Cl:35])(=[O:39])=[O:38])([CH3:4])[CH3:3])=[N:6][C:7]=1[OH:27])(=[O:39])=[O:38], predict the reactants needed to synthesize it. The reactants are: [NH2:1][C:2]([C:5]1[N:10]=[C:9]([C:11]([NH:13][CH2:14][C:15]2[CH:20]=[CH:19][C:18]([F:21])=[CH:17][C:16]=2S(C)(=O)=O)=[O:12])[C:8]([OH:26])=[C:7]([OH:27])[N:6]=1)([CH3:4])[CH3:3].C(N(CC)CC)C.[Cl:35][CH2:36][S:37](Cl)(=[O:39])=[O:38]. (7) Given the product [CH3:27][N:28]1[CH2:33][CH2:32][N:31]([C:2]2[N:7]3[CH:8]=[C:9]([CH2:11][N:12]4[C@H:26]5[C@@H:16]([CH2:17][CH2:18][CH2:19][C:20]6[C:21]5=[N:22][CH:23]=[CH:24][CH:25]=6)[CH2:15][CH2:14][CH2:13]4)[N:10]=[C:6]3[CH:5]=[CH:4][CH:3]=2)[CH2:30][CH2:29]1, predict the reactants needed to synthesize it. The reactants are: F[C:2]1[N:7]2[CH:8]=[C:9]([CH2:11][N:12]3[C@H:26]4[C@@H:16]([CH2:17][CH2:18][CH2:19][C:20]5[C:21]4=[N:22][CH:23]=[CH:24][CH:25]=5)[CH2:15][CH2:14][CH2:13]3)[N:10]=[C:6]2[CH:5]=[CH:4][CH:3]=1.[CH3:27][N:28]1[CH2:33][CH2:32][NH:31][CH2:30][CH2:29]1.